Dataset: Reaction yield outcomes from USPTO patents with 853,638 reactions. Task: Predict the reaction yield, written as a fraction of the theoretical maximum amount of product (1.0 means a 100% yield; for example, 0.34 means a 34% yield). The reactants are [C:1]([C:3]1[C:12]2[C:7](=[CH:8][CH:9]=[CH:10][CH:11]=2)[C:6](F)=[CH:5][CH:4]=1)#[N:2].[CH3:14][O:15][C:16](=[O:22])[C@@H:17]1[CH2:21][CH2:20][CH2:19][NH:18]1. No catalyst specified. The product is [CH3:14][O:15][C:16]([C@@H:17]1[CH2:21][CH2:20][CH2:19][N:18]1[C:6]1[C:7]2[C:12](=[CH:11][CH:10]=[CH:9][CH:8]=2)[C:3]([C:1]#[N:2])=[CH:4][CH:5]=1)=[O:22]. The yield is 0.0170.